This data is from Forward reaction prediction with 1.9M reactions from USPTO patents (1976-2016). The task is: Predict the product of the given reaction. (1) Given the reactants [CH3:1][C:2]1[C:6]([C:7]2[CH:8]=[C:9](B3OC(C)(C)C(C)(C)O3)[C:10]3[NH:14][C:13](=[O:15])[NH:12][C:11]=3[CH:16]=2)=[C:5]([CH3:26])[O:4][N:3]=1.Br[C:28]1[N:32]([CH3:33])[N:31]=[CH:30][C:29]=1[C:34]#[N:35].C(Cl)Cl.C1CCN2C(=NCCC2)CC1.CS(C)=[O:52].O, predict the reaction product. The product is: [CH3:1][C:2]1[C:6]([C:7]2[CH:8]=[C:9]([C:28]3[N:32]([CH3:33])[N:31]=[CH:30][C:29]=3[C:34]([NH2:35])=[O:52])[C:10]3[NH:14][C:13](=[O:15])[NH:12][C:11]=3[CH:16]=2)=[C:5]([CH3:26])[O:4][N:3]=1. (2) Given the reactants [CH2:1]([C:3]1[CH:4]=[C:5]([OH:25])[CH:6]=[C:7]([CH3:24])[C:8]=1[O:9][CH2:10][CH2:11][CH2:12][O:13][C:14]1[CH:19]=[CH:18][C:17]([C:20]([F:23])([F:22])[F:21])=[CH:16][N:15]=1)[CH3:2].C(=O)([O-])[O-].[K+].[K+].[Cl:32][C:33]([Cl:37])=[CH:34][CH2:35]Cl, predict the reaction product. The product is: [CH2:1]([C:3]1[CH:4]=[C:5]([O:25][CH2:35][CH:34]=[C:33]([Cl:37])[Cl:32])[CH:6]=[C:7]([CH3:24])[C:8]=1[O:9][CH2:10][CH2:11][CH2:12][O:13][C:14]1[CH:19]=[CH:18][C:17]([C:20]([F:22])([F:21])[F:23])=[CH:16][N:15]=1)[CH3:2]. (3) Given the reactants [C:1]1([CH:7]([C:11]2[CH:16]=[CH:15][CH:14]=[CH:13][CH:12]=2)[CH2:8][CH2:9][NH2:10])[CH:6]=[CH:5][CH:4]=[CH:3][CH:2]=1.CCN(CC)CC.[Cl:24][CH2:25][CH2:26][C:27](Cl)=[O:28], predict the reaction product. The product is: [Cl:24][CH2:25][CH2:26][C:27]([NH:10][CH2:9][CH2:8][CH:7]([C:1]1[CH:2]=[CH:3][CH:4]=[CH:5][CH:6]=1)[C:11]1[CH:12]=[CH:13][CH:14]=[CH:15][CH:16]=1)=[O:28]. (4) Given the reactants [F:1][C:2]([F:26])([F:25])[C:3]1[CH:24]=[CH:23][CH:22]=[CH:21][C:4]=1[CH:5]=[C:6]1[C:12]2[CH:13]=[CH:14][CH:15]=[CH:16][C:11]=2[CH2:10][CH2:9][C:8]2[CH:17]=[CH:18][CH:19]=[CH:20][C:7]1=2.C(OCC)(=O)C.[H][H], predict the reaction product. The product is: [F:1][C:2]([F:25])([F:26])[C:3]1[CH:24]=[CH:23][CH:22]=[CH:21][C:4]=1[CH2:5][CH:6]1[C:12]2[CH:13]=[CH:14][CH:15]=[CH:16][C:11]=2[CH2:10][CH2:9][C:8]2[CH:17]=[CH:18][CH:19]=[CH:20][C:7]1=2. (5) Given the reactants C(OP([CH2:9][C:10]([O:12][CH2:13][CH3:14])=[O:11])(OCC)=O)C.[H-].[Na+].[O:17]=[C:18]1[C:23]([CH2:24][C:25]2[CH:30]=[CH:29][C:28]([C:31]3[C:32]([C:37]#[N:38])=[CH:33][CH:34]=[CH:35][CH:36]=3)=[CH:27][CH:26]=2)=[C:22]([CH2:39][CH2:40][CH3:41])[N:21]2[N:42]=[CH:43][N:44]=[C:20]2[N:19]1[CH:45]1[CH2:50][CH2:49][C:48](=O)[CH2:47][CH2:46]1, predict the reaction product. The product is: [CH2:13]([O:12][C:10](=[O:11])[CH:9]=[C:48]1[CH2:47][CH2:46][CH:45]([N:19]2[C:18](=[O:17])[C:23]([CH2:24][C:25]3[CH:30]=[CH:29][C:28]([C:31]4[CH:36]=[CH:35][CH:34]=[CH:33][C:32]=4[C:37]#[N:38])=[CH:27][CH:26]=3)=[C:22]([CH2:39][CH2:40][CH3:41])[N:21]3[N:42]=[CH:43][N:44]=[C:20]23)[CH2:50][CH2:49]1)[CH3:14]. (6) Given the reactants Br[C:2]1[CH:7]=[CH:6][C:5]([C@@H:8]([N:10]([CH2:21][CH:22]([CH3:24])[CH3:23])[S:11]([CH2:14][C:15]2[CH:20]=[CH:19][CH:18]=[CH:17][CH:16]=2)(=[O:13])=[O:12])[CH3:9])=[CH:4][CH:3]=1.[C:25]([C:28]1[CH:33]=[CH:32][C:31](B(O)O)=[CH:30][CH:29]=1)(=[O:27])[NH2:26].C([O-])(=O)C.[K+].C(=O)([O-])[O-].[Na+].[Na+], predict the reaction product. The product is: [CH2:21]([N:10]([S:11]([CH2:14][C:15]1[CH:20]=[CH:19][CH:18]=[CH:17][CH:16]=1)(=[O:13])=[O:12])[C@H:8]([C:5]1[CH:6]=[CH:7][C:2]([C:31]2[CH:32]=[CH:33][C:28]([C:25]([NH2:26])=[O:27])=[CH:29][CH:30]=2)=[CH:3][CH:4]=1)[CH3:9])[CH:22]([CH3:24])[CH3:23]. (7) The product is: [F:36][C@H:37]1[CH2:41][CH2:40][N:39]([C:25]([C:22]2[N:23]=[CH:24][C:19]([C:12]3[CH:11]=[C:10]4[C:15]([CH2:16][CH:17]([CH3:18])[N:8]([C:6]5[CH:5]=[C:4]([N:28]6[CH2:29][CH2:30][N:31]([CH3:34])[CH2:32][CH2:33]6)[N:3]=[C:2]([NH2:1])[N:7]=5)[CH2:9]4)=[CH:14][CH:13]=3)=[CH:20][CH:21]=2)=[O:27])[CH2:38]1. Given the reactants [NH2:1][C:2]1[N:7]=[C:6]([N:8]2[CH:17]([CH3:18])[CH2:16][C:15]3[C:10](=[CH:11][C:12]([C:19]4[CH:20]=[CH:21][C:22]([C:25]([OH:27])=O)=[N:23][CH:24]=4)=[CH:13][CH:14]=3)[CH2:9]2)[CH:5]=[C:4]([N:28]2[CH2:33][CH2:32][N:31]([CH3:34])[CH2:30][CH2:29]2)[N:3]=1.Cl.[F:36][C@H:37]1[CH2:41][CH2:40][NH:39][CH2:38]1, predict the reaction product.